This data is from NCI-60 drug combinations with 297,098 pairs across 59 cell lines. The task is: Regression. Given two drug SMILES strings and cell line genomic features, predict the synergy score measuring deviation from expected non-interaction effect. (1) Drug 1: CCCS(=O)(=O)NC1=C(C(=C(C=C1)F)C(=O)C2=CNC3=C2C=C(C=N3)C4=CC=C(C=C4)Cl)F. Cell line: EKVX. Synergy scores: CSS=24.8, Synergy_ZIP=2.52, Synergy_Bliss=5.27, Synergy_Loewe=-11.0, Synergy_HSA=3.49. Drug 2: CN1CCC(CC1)COC2=C(C=C3C(=C2)N=CN=C3NC4=C(C=C(C=C4)Br)F)OC. (2) Drug 1: C#CCC(CC1=CN=C2C(=N1)C(=NC(=N2)N)N)C3=CC=C(C=C3)C(=O)NC(CCC(=O)O)C(=O)O. Drug 2: COC1=C2C(=CC3=C1OC=C3)C=CC(=O)O2. Cell line: A549. Synergy scores: CSS=-4.87, Synergy_ZIP=2.34, Synergy_Bliss=-1.06, Synergy_Loewe=-3.41, Synergy_HSA=-6.05. (3) Drug 1: CC1=C(C=C(C=C1)NC(=O)C2=CC=C(C=C2)CN3CCN(CC3)C)NC4=NC=CC(=N4)C5=CN=CC=C5. Drug 2: CNC(=O)C1=NC=CC(=C1)OC2=CC=C(C=C2)NC(=O)NC3=CC(=C(C=C3)Cl)C(F)(F)F. Cell line: SK-MEL-2. Synergy scores: CSS=-8.18, Synergy_ZIP=-0.329, Synergy_Bliss=-5.11, Synergy_Loewe=-16.0, Synergy_HSA=-12.2. (4) Drug 1: CC1=C2C(C(=O)C3(C(CC4C(C3C(C(C2(C)C)(CC1OC(=O)C(C(C5=CC=CC=C5)NC(=O)OC(C)(C)C)O)O)OC(=O)C6=CC=CC=C6)(CO4)OC(=O)C)O)C)O. Drug 2: C1CC(=O)NC(=O)C1N2C(=O)C3=CC=CC=C3C2=O. Cell line: NCI-H460. Synergy scores: CSS=30.2, Synergy_ZIP=3.33, Synergy_Bliss=-4.54, Synergy_Loewe=-55.3, Synergy_HSA=-5.02. (5) Drug 1: CN1C2=C(C=C(C=C2)N(CCCl)CCCl)N=C1CCCC(=O)O.Cl. Drug 2: CN(CCCl)CCCl.Cl. Cell line: T-47D. Synergy scores: CSS=29.2, Synergy_ZIP=-4.16, Synergy_Bliss=0.711, Synergy_Loewe=-35.7, Synergy_HSA=-1.60. (6) Cell line: SK-MEL-28. Drug 2: CC12CCC3C(C1CCC2O)C(CC4=C3C=CC(=C4)O)CCCCCCCCCS(=O)CCCC(C(F)(F)F)(F)F. Drug 1: CNC(=O)C1=CC=CC=C1SC2=CC3=C(C=C2)C(=NN3)C=CC4=CC=CC=N4. Synergy scores: CSS=-1.81, Synergy_ZIP=2.99, Synergy_Bliss=2.87, Synergy_Loewe=-1.25, Synergy_HSA=-0.551. (7) Cell line: A549. Drug 1: CN(C)C1=NC(=NC(=N1)N(C)C)N(C)C. Drug 2: C(=O)(N)NO. Synergy scores: CSS=-2.19, Synergy_ZIP=0.715, Synergy_Bliss=0.518, Synergy_Loewe=-5.49, Synergy_HSA=-3.48. (8) Drug 1: C1=CC(=CC=C1CCC2=CNC3=C2C(=O)NC(=N3)N)C(=O)NC(CCC(=O)O)C(=O)O. Drug 2: C1=CC(=CC=C1C#N)C(C2=CC=C(C=C2)C#N)N3C=NC=N3. Cell line: HCT-15. Synergy scores: CSS=38.7, Synergy_ZIP=1.52, Synergy_Bliss=0.545, Synergy_Loewe=-25.2, Synergy_HSA=0.113.